This data is from Forward reaction prediction with 1.9M reactions from USPTO patents (1976-2016). The task is: Predict the product of the given reaction. (1) The product is: [C:1]1([P:7]([C:10]2[CH:15]=[CH:14][CH:13]=[CH:12][CH:11]=2)(=[O:8])[O-:9])[CH:2]=[CH:3][CH:4]=[CH:5][CH:6]=1.[CH2:17]([N+:19]([CH2:24][CH3:25])([CH2:22][CH3:23])[CH2:20][CH3:21])[CH3:18]. Given the reactants [C:1]1([P:7]([C:10]2[CH:15]=[CH:14][CH:13]=[CH:12][CH:11]=2)(=[O:9])[OH:8])[CH:6]=[CH:5][CH:4]=[CH:3][CH:2]=1.[OH-].[CH2:17]([N+:19]([CH2:24][CH3:25])([CH2:22][CH3:23])[CH2:20][CH3:21])[CH3:18], predict the reaction product. (2) Given the reactants C(N(CC)CC)C.BrP(Br)(C1C=CC=CC=1)(C1C=CC=CC=1)C1C=CC=CC=1.[C:29]([C:31]1[CH:32]=[C:33]([NH:37][C:38]([NH:40][CH2:41][CH2:42][CH3:43])=O)[CH:34]=[CH:35][CH:36]=1)#[CH:30].NC(N)=O.N=C=N, predict the reaction product. The product is: [C:29]([C:31]1[CH:32]=[C:33]([CH:34]=[CH:35][CH:36]=1)[N:37]=[C:38]=[N:40][CH2:41][CH2:42][CH3:43])#[CH:30]. (3) Given the reactants [CH2:1]([N:3]([CH2:25][CH3:26])[CH2:4][CH2:5][CH2:6][NH:7][C:8]1[N:17]=[C:16]([NH:18][CH:19]2[CH2:24][CH2:23][NH:22][CH2:21][CH2:20]2)[C:15]2[C:10](=[CH:11][CH:12]=[CH:13][CH:14]=2)[N:9]=1)[CH3:2].[N+:27]([C:30]1[CH:38]=[CH:37][CH:36]=[CH:35][C:31]=1[C:32](Cl)=[O:33])([O-:29])=[O:28], predict the reaction product. The product is: [CH2:25]([N:3]([CH2:1][CH3:2])[CH2:4][CH2:5][CH2:6][NH:7][C:8]1[N:17]=[C:16]([NH:18][CH:19]2[CH2:24][CH2:23][N:22]([C:32]([C:31]3[CH:35]=[CH:36][CH:37]=[CH:38][C:30]=3[N+:27]([O-:29])=[O:28])=[O:33])[CH2:21][CH2:20]2)[C:15]2[C:10](=[CH:11][CH:12]=[CH:13][CH:14]=2)[N:9]=1)[CH3:26]. (4) Given the reactants Br[C:2]1[CH:3]=[C:4]2[C:9](=[CH:10][CH:11]=1)[N:8]([C:12]1[CH:17]=[CH:16][CH:15]=[CH:14][C:13]=1[Cl:18])[C:7](=[O:19])[NH:6][CH2:5]2.[CH:20]1([NH:23][C:24](=[O:41])[C:25]2[CH:30]=[CH:29][C:28]([CH3:31])=[C:27](B3OC(C)(C)C(C)(C)O3)[CH:26]=2)[CH2:22][CH2:21]1.C([O-])([O-])=O.[Na+].[Na+], predict the reaction product. The product is: [Cl:18][C:13]1[CH:14]=[CH:15][CH:16]=[CH:17][C:12]=1[N:8]1[C:9]2[C:4](=[CH:3][C:2]([C:27]3[CH:26]=[C:25]([CH:30]=[CH:29][C:28]=3[CH3:31])[C:24]([NH:23][CH:20]3[CH2:21][CH2:22]3)=[O:41])=[CH:11][CH:10]=2)[CH2:5][NH:6][C:7]1=[O:19]. (5) Given the reactants [CH3:1][CH:2]([NH2:6])[CH:3]([NH2:5])[CH3:4].CC1C(Br)=C(O)C(Br)=CC=1C1(C2C=C(Br)C(O)=C(Br)C=2C)OS(=O)(=O)C2C=CC=CC1=2.CS(O)(=O)=O.[CH:43]1[CH:48]=[CH:47][C:46]([CH2:49][O:50][C:51](Cl)=[O:52])=[CH:45][CH:44]=1, predict the reaction product. The product is: [NH2:5][CH:3]([CH3:4])[CH:2]([NH:6][C:51](=[O:52])[O:50][CH2:49][C:46]1[CH:47]=[CH:48][CH:43]=[CH:44][CH:45]=1)[CH3:1]. (6) Given the reactants [O:1]1[C:5]2[CH:6]=[CH:7][C:8]([O:10][C:11]3[CH:12]=[CH:13][C:14]([N+:26]([O-])=O)=[C:15]([CH2:17][NH:18][C:19](=[O:25])[O:20][C:21]([CH3:24])([CH3:23])[CH3:22])[CH:16]=3)=[CH:9][C:4]=2[O:3][CH2:2]1.[Cl-].[NH4+].C(O)C, predict the reaction product. The product is: [NH2:26][C:14]1[CH:13]=[CH:12][C:11]([O:10][C:8]2[CH:7]=[CH:6][C:5]3[O:1][CH2:2][O:3][C:4]=3[CH:9]=2)=[CH:16][C:15]=1[CH2:17][NH:18][C:19](=[O:25])[O:20][C:21]([CH3:23])([CH3:22])[CH3:24].